Task: Regression. Given two drug SMILES strings and cell line genomic features, predict the synergy score measuring deviation from expected non-interaction effect.. Dataset: NCI-60 drug combinations with 297,098 pairs across 59 cell lines (1) Drug 1: CC1C(C(CC(O1)OC2CC(CC3=C2C(=C4C(=C3O)C(=O)C5=C(C4=O)C(=CC=C5)OC)O)(C(=O)C)O)N)O.Cl. Drug 2: C1=CC=C(C=C1)NC(=O)CCCCCCC(=O)NO. Cell line: BT-549. Synergy scores: CSS=19.7, Synergy_ZIP=0.0674, Synergy_Bliss=10.4, Synergy_Loewe=-2.07, Synergy_HSA=9.86. (2) Drug 1: CC12CCC3C(C1CCC2=O)CC(=C)C4=CC(=O)C=CC34C. Drug 2: C1=C(C(=O)NC(=O)N1)F. Cell line: UO-31. Synergy scores: CSS=41.5, Synergy_ZIP=-2.19, Synergy_Bliss=-3.13, Synergy_Loewe=1.41, Synergy_HSA=1.99.